This data is from NCI-60 drug combinations with 297,098 pairs across 59 cell lines. The task is: Regression. Given two drug SMILES strings and cell line genomic features, predict the synergy score measuring deviation from expected non-interaction effect. (1) Drug 1: CC1C(C(CC(O1)OC2CC(CC3=C2C(=C4C(=C3O)C(=O)C5=C(C4=O)C(=CC=C5)OC)O)(C(=O)C)O)N)O.Cl. Drug 2: CC1=C(C=C(C=C1)C(=O)NC2=CC(=CC(=C2)C(F)(F)F)N3C=C(N=C3)C)NC4=NC=CC(=N4)C5=CN=CC=C5. Cell line: SK-MEL-28. Synergy scores: CSS=3.71, Synergy_ZIP=-2.91, Synergy_Bliss=-0.418, Synergy_Loewe=-20.0, Synergy_HSA=-3.83. (2) Drug 1: CC1=CC=C(C=C1)C2=CC(=NN2C3=CC=C(C=C3)S(=O)(=O)N)C(F)(F)F. Drug 2: C(CC(=O)O)C(=O)CN.Cl. Cell line: RPMI-8226. Synergy scores: CSS=5.11, Synergy_ZIP=3.09, Synergy_Bliss=9.83, Synergy_Loewe=1.06, Synergy_HSA=1.20. (3) Drug 1: CC1=C(C(=CC=C1)Cl)NC(=O)C2=CN=C(S2)NC3=CC(=NC(=N3)C)N4CCN(CC4)CCO. Drug 2: C1C(C(OC1N2C=NC3=C2NC=NCC3O)CO)O. Cell line: MDA-MB-435. Synergy scores: CSS=0.938, Synergy_ZIP=4.35, Synergy_Bliss=7.18, Synergy_Loewe=3.52, Synergy_HSA=2.68. (4) Drug 1: CC(C1=C(C=CC(=C1Cl)F)Cl)OC2=C(N=CC(=C2)C3=CN(N=C3)C4CCNCC4)N. Drug 2: C1=CC(=CC=C1CCCC(=O)O)N(CCCl)CCCl. Cell line: MDA-MB-435. Synergy scores: CSS=11.5, Synergy_ZIP=-4.59, Synergy_Bliss=0.383, Synergy_Loewe=-11.4, Synergy_HSA=-2.48. (5) Drug 1: C1CC(=O)NC(=O)C1N2CC3=C(C2=O)C=CC=C3N. Drug 2: CCC1(CC2CC(C3=C(CCN(C2)C1)C4=CC=CC=C4N3)(C5=C(C=C6C(=C5)C78CCN9C7C(C=CC9)(C(C(C8N6C)(C(=O)OC)O)OC(=O)C)CC)OC)C(=O)OC)O.OS(=O)(=O)O. Cell line: SK-OV-3. Synergy scores: CSS=16.9, Synergy_ZIP=-11.1, Synergy_Bliss=-4.41, Synergy_Loewe=-3.63, Synergy_HSA=-3.56. (6) Drug 1: CC1C(C(=O)NC(C(=O)N2CCCC2C(=O)N(CC(=O)N(C(C(=O)O1)C(C)C)C)C)C(C)C)NC(=O)C3=C4C(=C(C=C3)C)OC5=C(C(=O)C(=C(C5=N4)C(=O)NC6C(OC(=O)C(N(C(=O)CN(C(=O)C7CCCN7C(=O)C(NC6=O)C(C)C)C)C)C(C)C)C)N)C. Drug 2: CC1=C2C(C(=O)C3(C(CC4C(C3C(C(C2(C)C)(CC1OC(=O)C(C(C5=CC=CC=C5)NC(=O)OC(C)(C)C)O)O)OC(=O)C6=CC=CC=C6)(CO4)OC(=O)C)O)C)O. Cell line: BT-549. Synergy scores: CSS=9.46, Synergy_ZIP=-1.03, Synergy_Bliss=3.42, Synergy_Loewe=2.47, Synergy_HSA=2.50. (7) Synergy scores: CSS=1.47, Synergy_ZIP=0.194, Synergy_Bliss=1.12, Synergy_Loewe=2.25, Synergy_HSA=0.966. Drug 1: CNC(=O)C1=CC=CC=C1SC2=CC3=C(C=C2)C(=NN3)C=CC4=CC=CC=N4. Cell line: UO-31. Drug 2: CC1CCCC2(C(O2)CC(NC(=O)CC(C(C(=O)C(C1O)C)(C)C)O)C(=CC3=CSC(=N3)C)C)C.